From a dataset of Catalyst prediction with 721,799 reactions and 888 catalyst types from USPTO. Predict which catalyst facilitates the given reaction. (1) Reactant: [CH2:1]([O:8][CH2:9][CH2:10][N:11]1[CH2:16][CH2:15][N:14]([C:17]2[CH:22]=[CH:21][C:20]([C:23]([OH:32])([C:28]([F:31])([F:30])[F:29])[C:24]([F:27])([F:26])[F:25])=[CH:19][C:18]=2/[CH:33]=[CH:34]\[CH3:35])[CH2:13][CH2:12]1)[C:2]1[CH:7]=[CH:6][CH:5]=[CH:4][CH:3]=1.C(N(C(C)C)CC)(C)C.Cl[CH2:46][O:47][CH3:48].O. Product: [CH2:1]([O:8][CH2:9][CH2:10][N:11]1[CH2:16][CH2:15][N:14]([C:17]2[CH:22]=[CH:21][C:20]([C:23]([O:32][CH2:46][O:47][CH3:48])([C:28]([F:31])([F:30])[F:29])[C:24]([F:27])([F:25])[F:26])=[CH:19][C:18]=2/[CH:33]=[CH:34]\[CH3:35])[CH2:13][CH2:12]1)[C:2]1[CH:3]=[CH:4][CH:5]=[CH:6][CH:7]=1. The catalyst class is: 4. (2) Reactant: [H-].[Na+].Cl[C:4]1[CH:5]=[C:6]([CH:10]=[C:11]([Cl:13])[N:12]=1)[C:7]([OH:9])=[O:8].[CH2:14]([OH:21])[C:15]1[CH:20]=[CH:19][CH:18]=[CH:17][CH:16]=1.I[CH2:23]I.[Cl-].[Na+]. The catalyst class is: 3. Product: [CH3:23][O:9][C:7](=[O:8])[C:6]1[CH:10]=[C:11]([Cl:13])[N:12]=[C:4]([O:21][CH2:14][C:15]2[CH:20]=[CH:19][CH:18]=[CH:17][CH:16]=2)[CH:5]=1. (3) Reactant: Br[C:2]1[CH:7]=[C:6]([F:8])[C:5]([NH:9][C:10]([N:12]2[CH2:20][C:19]3[C:14](=[CH:15][CH:16]=[CH:17][C:18]=3[CH3:21])[CH2:13]2)=[O:11])=[C:4]([F:22])[CH:3]=1.[CH3:23][O:24][Na].Cl. Product: [F:8][C:6]1[CH:7]=[C:2]([O:24][CH3:23])[CH:3]=[C:4]([F:22])[C:5]=1[NH:9][C:10]([N:12]1[CH2:20][C:19]2[C:14](=[CH:15][CH:16]=[CH:17][C:18]=2[CH3:21])[CH2:13]1)=[O:11]. The catalyst class is: 3. (4) Reactant: [BH4-].[Na+].[Cl:3][C:4]1[C:5]([CH:10]=[O:11])=[N:6][N:7]([CH3:9])[CH:8]=1. Product: [Cl:3][C:4]1[C:5]([CH2:10][OH:11])=[N:6][N:7]([CH3:9])[CH:8]=1. The catalyst class is: 5. (5) Reactant: B(Br)(Br)Br.C[O:6][C:7]1[CH:8]=[C:9]([C:20]([O:22][CH3:23])=[O:21])[C:10]([C:13]2[CH:18]=[CH:17][C:16]([Cl:19])=[CH:15][CH:14]=2)=[CH:11][CH:12]=1.O.CO. Product: [Cl:19][C:16]1[CH:15]=[CH:14][C:13]([C:10]2[C:9]([C:20]([O:22][CH3:23])=[O:21])=[CH:8][C:7]([OH:6])=[CH:12][CH:11]=2)=[CH:18][CH:17]=1. The catalyst class is: 2. (6) Reactant: [Cl:1][CH2:2][C:3]([O:5][C:6]1[CH:11]=[CH:10][C:9]([NH:12][C:13](=[O:15])[CH3:14])=[CH:8][CH:7]=1)=[O:4].[CH3:16][N:17]1[CH2:21][CH2:20][CH2:19][CH2:18]1. Product: [Cl-:1].[C:13]([NH:12][C:9]1[CH:10]=[CH:11][C:6]([O:5][C:3](=[O:4])[CH2:2][N+:17]2([CH3:16])[CH2:21][CH2:20][CH2:19][CH2:18]2)=[CH:7][CH:8]=1)(=[O:15])[CH3:14]. The catalyst class is: 13. (7) Reactant: [CH3:1][NH:2][C@H:3]([C:13]([NH:15][C@H:16]([C:21]([N:23]([C@@H:25]([CH:37]([CH3:39])[CH3:38])/[CH:26]=[C:27](/[P:29]([O:34]CC)([O:31]CC)=[O:30])\[CH3:28])[CH3:24])=[O:22])[C:17]([CH3:20])([CH3:19])[CH3:18])=[O:14])[C:4]([CH3:12])([CH3:11])[C:5]1[CH:10]=[CH:9][CH:8]=[CH:7][CH:6]=1.C[Si](Br)(C)C. Product: [CH3:1][NH:2][C@H:3]([C:13]([NH:15][C@H:16]([C:21]([N:23]([C@@H:25]([CH:37]([CH3:39])[CH3:38])/[CH:26]=[C:27](/[P:29]([OH:31])([OH:34])=[O:30])\[CH3:28])[CH3:24])=[O:22])[C:17]([CH3:20])([CH3:19])[CH3:18])=[O:14])[C:4]([CH3:11])([CH3:12])[C:5]1[CH:6]=[CH:7][CH:8]=[CH:9][CH:10]=1. The catalyst class is: 2.